From a dataset of Full USPTO retrosynthesis dataset with 1.9M reactions from patents (1976-2016). Predict the reactants needed to synthesize the given product. (1) Given the product [OH:12][C:10]1[CH:9]=[C:4]([CH:3]=[C:2]([B:13]2[O:17][C:16]([CH3:19])([CH3:18])[C:15]([CH3:21])([CH3:20])[O:14]2)[CH:11]=1)[C:5]([O:7][CH3:8])=[O:6], predict the reactants needed to synthesize it. The reactants are: Br[C:2]1[CH:3]=[C:4]([CH:9]=[C:10]([OH:12])[CH:11]=1)[C:5]([O:7][CH3:8])=[O:6].[B:13]1([B:13]2[O:17][C:16]([CH3:19])([CH3:18])[C:15]([CH3:21])([CH3:20])[O:14]2)[O:17][C:16]([CH3:19])([CH3:18])[C:15]([CH3:21])([CH3:20])[O:14]1.C([O-])(=O)C.[K+]. (2) The reactants are: [OH:1][CH2:2][CH2:3][CH:4]1[C:9](=[O:10])[NH:8][C:7]2[CH:11]=[CH:12][C:13]([N+:15]([O-:17])=[O:16])=[CH:14][C:6]=2[O:5]1.N1C=CN=C1.Cl[Si:24]([C:27]([CH3:30])([CH3:29])[CH3:28])([CH3:26])[CH3:25].O. Given the product [Si:24]([O:1][CH2:2][CH2:3][CH:4]1[C:9](=[O:10])[NH:8][C:7]2[CH:11]=[CH:12][C:13]([N+:15]([O-:17])=[O:16])=[CH:14][C:6]=2[O:5]1)([C:27]([CH3:30])([CH3:29])[CH3:28])([CH3:26])[CH3:25], predict the reactants needed to synthesize it. (3) Given the product [NH2:1][C:2]1[CH:7]=[CH:6][C:5]([Br:8])=[CH:4][C:3]=1[CH:9]([NH:10][S:11]([C:13]([CH3:16])([CH3:15])[CH3:14])=[O:12])[C:17]1[CH:22]=[CH:21][CH:20]=[CH:19][CH:18]=1, predict the reactants needed to synthesize it. The reactants are: [NH2:1][C:2]1[CH:7]=[CH:6][C:5]([Br:8])=[CH:4][C:3]=1[C:9]([C:17]1[CH:22]=[CH:21][CH:20]=[CH:19][CH:18]=1)=[N:10][S:11]([C:13]([CH3:16])([CH3:15])[CH3:14])=[O:12].[BH4-].[Na+].O. (4) Given the product [C:34]([CH2:33][CH:14]([CH:15]1[CH2:20][CH2:19][NH:18][CH2:17][CH2:16]1)[O:13][C:12]1[CH:11]=[C:10]2[C:5]([C:6]([O:21][C:22]3[CH:23]=[C:24]4[C:28](=[CH:29][CH:30]=3)[NH:27][C:26]([CH3:31])=[CH:25]4)=[N:7][CH:8]=[N:9]2)=[CH:4][C:3]=1[O:2][CH3:1])#[N:35], predict the reactants needed to synthesize it. The reactants are: [CH3:1][O:2][C:3]1[CH:4]=[C:5]2[C:10](=[CH:11][C:12]=1[O:13][CH2:14][CH:15]1[CH2:20][CH2:19][NH:18][CH2:17][CH2:16]1)[N:9]=[CH:8][N:7]=[C:6]2[O:21][C:22]1[CH:23]=[C:24]2[C:28](=[CH:29][CH:30]=1)[NH:27][C:26]([CH3:31])=[CH:25]2.Cl[CH2:33][C:34]#[N:35].C(=O)([O-])[O-].[K+].[K+].[I-].[K+]. (5) Given the product [N:21]1[CH:26]=[CH:25][CH:24]=[C:23]([C:2]2[CH:20]=[CH:19][C:5]([C:6]([NH:8][C:9]3[CH:18]=[C:17]4[C:12]([CH:13]=[CH:14][CH:15]=[N:16]4)=[CH:11][CH:10]=3)=[O:7])=[CH:4][CH:3]=2)[CH:22]=1, predict the reactants needed to synthesize it. The reactants are: Br[C:2]1[CH:20]=[CH:19][C:5]([C:6]([NH:8][C:9]2[CH:18]=[C:17]3[C:12]([CH:13]=[CH:14][CH:15]=[N:16]3)=[CH:11][CH:10]=2)=[O:7])=[CH:4][CH:3]=1.[N:21]1[CH:26]=[CH:25][CH:24]=[C:23](B(O)O)[CH:22]=1. (6) Given the product [Cl:1][C:2]1[CH:7]=[CH:6][CH:5]=[C:4]([Cl:8])[C:3]=1[C:9]1[C:10]2[O:15][CH:27]([CH2:26][OH:29])[CH2:28][C:11]=2[CH:12]=[CH:13][CH:14]=1, predict the reactants needed to synthesize it. The reactants are: [Cl:1][C:2]1[CH:7]=[CH:6][CH:5]=[C:4]([Cl:8])[C:3]=1[C:9]1[C:10]([OH:15])=[CH:11][CH:12]=[CH:13][CH:14]=1.C(=O)([O-])[O-].[K+].[K+].C(Br)C=C.[CH2:26]([O:29]CC=C)[CH:27]=[CH2:28].C(C1C(C(F)(F)F)=CC=C(Cl)C=1O)C=C.C(C1C=CC=C(C2C(Cl)=CC=CC=2Cl)C=1O)C=C.ClC1C=C(C=CC=1)C(OO)=O.ClC1C2OC(CO)CC=2C(C(F)(F)F)=CC=1. (7) Given the product [ClH:11].[CH2:2]([CH:1]1[N:23]([C:20]2[CH:21]=[CH:22][C:17]([C:13]([CH3:14])([CH3:16])[CH3:15])=[CH:18][CH:19]=2)[C:24]([NH2:25])=[N:26][C:27]([NH2:29])=[N:28]1)[CH2:3][CH2:4][CH2:5][CH2:6][CH2:7][CH2:8][CH3:9], predict the reactants needed to synthesize it. The reactants are: [CH:1](=O)[CH2:2][CH2:3][CH2:4][CH2:5][CH2:6][CH2:7][CH2:8][CH3:9].[ClH:11].Cl.[C:13]([C:17]1[CH:22]=[CH:21][C:20]([NH:23][C:24]([NH:26][C:27]([NH2:29])=[NH:28])=[NH:25])=[CH:19][CH:18]=1)([CH3:16])([CH3:15])[CH3:14].